Dataset: Catalyst prediction with 721,799 reactions and 888 catalyst types from USPTO. Task: Predict which catalyst facilitates the given reaction. (1) Reactant: [CH3:1][O:2][C:3]1[CH:4]=[C:5]2[C:10](=[CH:11][C:12]=1[O:13][CH3:14])[N:9]=[CH:8][N:7]=[C:6]2[O:15][C:16]1[CH:22]=[CH:21][C:19]([NH2:20])=[C:18]([O:23][CH3:24])[CH:17]=1.C(N(CC)CC)C.ClC(Cl)(O[C:36](=[O:42])OC(Cl)(Cl)Cl)Cl.[N:44]1([CH2:50][CH2:51][NH2:52])[CH2:49][CH2:48][CH2:47][CH2:46][CH2:45]1. Product: [CH3:1][O:2][C:3]1[CH:4]=[C:5]2[C:10](=[CH:11][C:12]=1[O:13][CH3:14])[N:9]=[CH:8][N:7]=[C:6]2[O:15][C:16]1[CH:22]=[CH:21][C:19]([NH:20][C:36]([NH:52][CH2:51][CH2:50][N:44]2[CH2:49][CH2:48][CH2:47][CH2:46][CH2:45]2)=[O:42])=[C:18]([O:23][CH3:24])[CH:17]=1. The catalyst class is: 146. (2) Reactant: [Cl:1][C:2]1[CH:7]=[C:6]([Cl:8])[CH:5]=[CH:4][C:3]=1[C:9]1[N:14]2[N:15]=[C:16]([S:26][CH3:27])[C:17]([NH:18][C:19](=O)OC(C)(C)C)=[C:13]2[CH:12]=[CH:11][CH:10]=1.[H-].[Na+].I[CH2:31][CH2:32]C.Cl.C(OCC)(=O)C.[OH-].[Na+]. Product: [Cl:1][C:2]1[CH:7]=[C:6]([Cl:8])[CH:5]=[CH:4][C:3]=1[C:9]1[N:14]2[N:15]=[C:16]([S:26][CH3:27])[C:17]([NH:18][CH2:19][CH2:31][CH3:32])=[C:13]2[CH:12]=[CH:11][CH:10]=1. The catalyst class is: 288. (3) Reactant: [CH2:1]([N:8]1[C:12]([C:13]2[CH:18]=[CH:17][CH:16]=[CH:15][C:14]=2[C:19]2[CH:24]=[CH:23][C:22]([CH3:25])=[CH:21][CH:20]=2)=[N:11][N:10]=[N:9]1)[C:2]1[CH:7]=[CH:6][CH:5]=[CH:4][CH:3]=1.[Br:26]N1C(C)(C)C(=O)N(Br)C1=O.N(C(C)(C)C#N)=NC(C)(C)C#N. Product: [CH2:1]([N:8]1[C:12]([C:13]2[CH:18]=[CH:17][CH:16]=[CH:15][C:14]=2[C:19]2[CH:20]=[CH:21][C:22]([CH2:25][Br:26])=[CH:23][CH:24]=2)=[N:11][N:10]=[N:9]1)[C:2]1[CH:3]=[CH:4][CH:5]=[CH:6][CH:7]=1. The catalyst class is: 13. (4) Reactant: [CH3:1][C:2]([CH3:5])([O-])C.[K+].[C:7]1([SH:13])[CH:12]=[CH:11][CH:10]=[CH:9][CH:8]=1.BrC1CC1.O. Product: [CH:5]1([S:13][C:7]2[CH:12]=[CH:11][CH:10]=[CH:9][CH:8]=2)[CH2:2][CH2:1]1. The catalyst class is: 16. (5) Reactant: [CH3:1][C:2]1[CH:6]=[C:5]([N:7]2[CH2:11][CH2:10][NH:9][C:8]2=[O:12])[S:4][C:3]=1[C:13]([O:15][CH2:16][CH3:17])=[O:14].[H-].[Na+].Br[CH2:21][CH2:22][O:23][Si:24]([C:27]([CH3:30])([CH3:29])[CH3:28])([CH3:26])[CH3:25]. Product: [Si:24]([O:23][CH2:22][CH2:21][N:9]1[CH2:10][CH2:11][N:7]([C:5]2[S:4][C:3]([C:13]([O:15][CH2:16][CH3:17])=[O:14])=[C:2]([CH3:1])[CH:6]=2)[C:8]1=[O:12])([C:27]([CH3:30])([CH3:29])[CH3:28])([CH3:26])[CH3:25]. The catalyst class is: 9. (6) Reactant: [CH3:1][CH:2]1[O:7][S:6](=[O:8])[N:5]([C:9]([O:11][C:12]([CH3:15])([CH3:14])[CH3:13])=[O:10])[CH2:4][CH2:3]1.I([O-])(=O)(=O)=[O:17].[Na+].Cl. Product: [CH3:1][CH:2]1[O:7][S:6](=[O:17])(=[O:8])[N:5]([C:9]([O:11][C:12]([CH3:14])([CH3:13])[CH3:15])=[O:10])[CH2:4][CH2:3]1. The catalyst class is: 47.